From a dataset of Forward reaction prediction with 1.9M reactions from USPTO patents (1976-2016). Predict the product of the given reaction. (1) Given the reactants [NH2:1][C@H:2]1[CH2:6][CH2:5][N:4]([C:7]2[C:20]([Cl:21])=[CH:19][CH:18]=[CH:17][C:8]=2/[CH:9]=[C:10]2/[C:11](=[O:16])[NH:12][C:13](=[O:15])[S:14]/2)[CH2:3]1.[CH3:22][N:23]1[CH:27]=[CH:26][N:25]=[C:24]1[C:28](O)=[O:29].CN(C(ON1N=NC2C=CC=NC1=2)=[N+](C)C)C.F[P-](F)(F)(F)(F)F.CCN(C(C)C)C(C)C, predict the reaction product. The product is: [Cl:21][C:20]1[CH:19]=[CH:18][CH:17]=[C:8](/[CH:9]=[C:10]2/[C:11](=[O:16])[NH:12][C:13](=[O:15])[S:14]/2)[C:7]=1[N:4]1[CH2:5][CH2:6][C@H:2]([NH:1][C:28]([C:24]2[N:23]([CH3:22])[CH:27]=[CH:26][N:25]=2)=[O:29])[CH2:3]1. (2) The product is: [O:18]1[CH2:23][CH2:22][CH:21]([CH:24]([N:12]2[CH:13]=[C:9]([B:4]3[O:5][C:6]([CH3:7])([CH3:8])[C:2]([CH3:14])([CH3:1])[O:3]3)[CH:10]=[N:11]2)[CH2:25][C:26]#[N:27])[CH2:20][CH2:19]1. Given the reactants [CH3:1][C:2]1([CH3:14])[C:6]([CH3:8])([CH3:7])[O:5][B:4]([C:9]2[CH:10]=[N:11][NH:12][CH:13]=2)[O:3]1.C(#N)C.[O:18]1[CH2:23][CH2:22][CH:21](/[CH:24]=[CH:25]/[C:26]#[N:27])[CH2:20][CH2:19]1.N12CCCN=C1CCCCC2, predict the reaction product. (3) Given the reactants [C:1]([C:5]1[C:13]([OH:14])=[CH:12][C:8]2[CH:9]=[CH:10][O:11][C:7]=2[CH:6]=1)([CH3:4])([CH3:3])[CH3:2], predict the reaction product. The product is: [C:1]([C:5]1[C:13]([OH:14])=[CH:12][C:8]2[CH2:9][CH2:10][O:11][C:7]=2[CH:6]=1)([CH3:4])([CH3:2])[CH3:3].